From a dataset of Catalyst prediction with 721,799 reactions and 888 catalyst types from USPTO. Predict which catalyst facilitates the given reaction. (1) Reactant: [Cl:1][C:2]1[CH:3]=[C:4]([C@H:9]2[O:13][C:12](=[O:14])[NH:11][C@H:10]2[CH3:15])[CH:5]=[C:6]([Cl:8])[CH:7]=1.[H-].[Na+].[CH3:18][O:19][C:20]1[CH:25]=[CH:24][C:23]([C:26]2[CH:31]=[CH:30][C:29]([C:32]([O:34][CH3:35])=[O:33])=[CH:28][C:27]=2[CH3:36])=[CH:22][C:21]=1[C:37]1[C:38]([CH2:45]OS(C)(=O)=O)=[N:39][C:40]([S:43][CH3:44])=[N:41][CH:42]=1. Product: [Cl:8][C:6]1[CH:5]=[C:4]([C@H:9]2[O:13][C:12](=[O:14])[N:11]([CH2:45][C:38]3[C:37]([C:21]4[CH:22]=[C:23]([C:26]5[CH:31]=[CH:30][C:29]([C:32]([O:34][CH3:35])=[O:33])=[CH:28][C:27]=5[CH3:36])[CH:24]=[CH:25][C:20]=4[O:19][CH3:18])=[CH:42][N:41]=[C:40]([S:43][CH3:44])[N:39]=3)[C@H:10]2[CH3:15])[CH:3]=[C:2]([Cl:1])[CH:7]=1. The catalyst class is: 1. (2) Reactant: Cl[C:2]1[C:11]2[C:6](=[C:7]([C:12]([F:15])([F:14])[F:13])[CH:8]=[CH:9][CH:10]=2)[N:5]=[CH:4][N:3]=1.[Cl:16][C:17]1[CH:22]=[CH:21][C:20]([O:23][CH3:24])=[CH:19][C:18]=1B(O)O.C([O-])([O-])=O.[Na+].[Na+].CCOC(C)=O. Product: [Cl:16][C:17]1[CH:22]=[CH:21][C:20]([O:23][CH3:24])=[CH:19][C:18]=1[C:2]1[C:11]2[C:6](=[C:7]([C:12]([F:15])([F:14])[F:13])[CH:8]=[CH:9][CH:10]=2)[N:5]=[CH:4][N:3]=1. The catalyst class is: 762. (3) Reactant: [CH3:1][C:2]1[C:6]([CH2:7][N:8]2[CH:12]=[C:11]([N:13]3[C:17](=[O:18])[CH2:16][NH:15][C:14]3=[O:19])[CH:10]=[N:9]2)=[C:5]([CH3:20])[O:4][N:3]=1.[C:21](=O)([O-])[O-].[Cs+].[Cs+].IC.O. Product: [CH3:1][C:2]1[C:6]([CH2:7][N:8]2[CH:12]=[C:11]([N:13]3[C:17](=[O:18])[CH2:16][N:15]([CH3:21])[C:14]3=[O:19])[CH:10]=[N:9]2)=[C:5]([CH3:20])[O:4][N:3]=1. The catalyst class is: 3. (4) Reactant: C[O:2][C:3]([C:5]1[CH:10]=[CH:9][N:8]2[CH:11]=[CH:12][N:13]=[C:7]2[CH:6]=1)=O.[BH4-].[Na+]. Product: [NH3:8].[N:13]1[CH:12]=[CH:11][N:8]2[CH:9]=[CH:10][C:5]([CH2:3][OH:2])=[CH:6][C:7]=12. The catalyst class is: 5. (5) Reactant: I[C:2]1[CH:7]=[CH:6][CH:5]=[CH:4][CH:3]=1.[CH3:8][Si:9]([C:12]#[CH:13])([CH3:11])[CH3:10].C(N(CC)CC)C. Product: [CH3:8][Si:9]([CH3:11])([CH3:10])[C:12]#[C:13][C:2]1[CH:7]=[CH:6][CH:5]=[CH:4][CH:3]=1. The catalyst class is: 538. (6) Reactant: [Br:1][C:2]1[C:10]([CH3:11])=[CH:9][CH:8]=[CH:7][C:3]=1[C:4](O)=[O:5].[H-].[Al+3].[Li+].[H-].[H-].[H-].S([O-])([O-])(=O)=O.[Na+].[Na+]. Product: [Br:1][C:2]1[C:10]([CH3:11])=[CH:9][CH:8]=[CH:7][C:3]=1[CH2:4][OH:5]. The catalyst class is: 7. (7) Reactant: [C:1]([O:10]C)(=O)[C:2]1[C:3](=[CH:5][CH:6]=[CH:7][CH:8]=1)[SH:4].[C:12]([C:14]1[CH:15]=[N:16][CH:17]=[CH:18][CH:19]=1)#[N:13].C(N(CC)CC)C. Product: [N:16]1[CH:17]=[CH:18][CH:19]=[C:14]([C:12]2[S:4][C:3]3[CH:5]=[CH:6][CH:7]=[CH:8][C:2]=3[C:1](=[O:10])[N:13]=2)[CH:15]=1. The catalyst class is: 11. (8) Reactant: [NH2:1][C:2]([C:4]1[CH:5]=[N:6][C:7]2[C:12]([C:13]=1[NH:14][C:15]1[CH:16]=[C:17]([CH:23]=[CH:24][CH:25]=1)[C:18]([O:20][CH2:21][CH3:22])=[O:19])=[CH:11][CH:10]=[C:9](Cl)[CH:8]=2)=[O:3].[CH3:27][C:28]1[C:33](B(O)O)=[CH:32][CH:31]=[CH:30][N:29]=1.C(=O)([O-])[O-].[K+].[K+]. Product: [NH2:1][C:2]([C:4]1[CH:5]=[N:6][C:7]2[C:12]([C:13]=1[NH:14][C:15]1[CH:16]=[C:17]([CH:23]=[CH:24][CH:25]=1)[C:18]([O:20][CH2:21][CH3:22])=[O:19])=[CH:11][CH:10]=[C:9]([C:33]1[C:28]([CH3:27])=[N:29][CH:30]=[CH:31][CH:32]=1)[CH:8]=2)=[O:3]. The catalyst class is: 70. (9) Reactant: [C:1]1([C:7]2[CH2:8][C:9](=O)[CH2:10][S:11][CH:12]=2)[CH:6]=[CH:5][CH:4]=[CH:3][CH:2]=1.C([O-])(=O)C.[NH4+].C([BH3-])#[N:20].[Na+]. Product: [NH2:20][C:9]1[CH2:10][S:11][CH:12]=[C:7]([C:1]2[CH:6]=[CH:5][CH:4]=[CH:3][CH:2]=2)[CH:8]=1. The catalyst class is: 5. (10) Reactant: [CH2:1]([O:8][C:9]([NH:11][C@@H:12]([CH2:17][O:18][CH2:19][CH2:20][NH:21][CH3:22])[C:13](OC)=[O:14])=[O:10])[C:2]1[CH:7]=[CH:6][CH:5]=[CH:4][CH:3]=1.C(OCC)(=O)C.C[Al](C)C. The catalyst class is: 4. Product: [CH3:22][N:21]1[C:13](=[O:14])[C@@H:12]([NH:11][C:9](=[O:10])[O:8][CH2:1][C:2]2[CH:7]=[CH:6][CH:5]=[CH:4][CH:3]=2)[CH2:17][O:18][CH2:19][CH2:20]1.